Dataset: NCI-60 drug combinations with 297,098 pairs across 59 cell lines. Task: Regression. Given two drug SMILES strings and cell line genomic features, predict the synergy score measuring deviation from expected non-interaction effect. (1) Drug 1: CC=C1C(=O)NC(C(=O)OC2CC(=O)NC(C(=O)NC(CSSCCC=C2)C(=O)N1)C(C)C)C(C)C. Drug 2: C1C(C(OC1N2C=NC(=NC2=O)N)CO)O. Cell line: EKVX. Synergy scores: CSS=-1.54, Synergy_ZIP=-1.02, Synergy_Bliss=-0.149, Synergy_Loewe=-6.23, Synergy_HSA=-3.09. (2) Drug 1: C1=CC(=C2C(=C1NCCNCCO)C(=O)C3=C(C=CC(=C3C2=O)O)O)NCCNCCO. Drug 2: C#CCC(CC1=CN=C2C(=N1)C(=NC(=N2)N)N)C3=CC=C(C=C3)C(=O)NC(CCC(=O)O)C(=O)O. Cell line: RPMI-8226. Synergy scores: CSS=37.1, Synergy_ZIP=1.19, Synergy_Bliss=-1.85, Synergy_Loewe=0.0725, Synergy_HSA=-0.895. (3) Drug 2: CCN(CC)CCCC(C)NC1=C2C=C(C=CC2=NC3=C1C=CC(=C3)Cl)OC. Synergy scores: CSS=53.4, Synergy_ZIP=2.96, Synergy_Bliss=4.38, Synergy_Loewe=-4.68, Synergy_HSA=7.96. Drug 1: CC1=C2C(C(=O)C3(C(CC4C(C3C(C(C2(C)C)(CC1OC(=O)C(C(C5=CC=CC=C5)NC(=O)OC(C)(C)C)O)O)OC(=O)C6=CC=CC=C6)(CO4)OC(=O)C)OC)C)OC. Cell line: SF-295. (4) Drug 1: C1CCC(C1)C(CC#N)N2C=C(C=N2)C3=C4C=CNC4=NC=N3. Drug 2: C1=CC(=CC=C1C#N)C(C2=CC=C(C=C2)C#N)N3C=NC=N3. Cell line: SK-OV-3. Synergy scores: CSS=2.40, Synergy_ZIP=-1.35, Synergy_Bliss=1.96, Synergy_Loewe=0.229, Synergy_HSA=1.77. (5) Drug 1: C1CN(CCN1C(=O)CCBr)C(=O)CCBr. Drug 2: CC(C)NC(=O)C1=CC=C(C=C1)CNNC.Cl. Cell line: SW-620. Synergy scores: CSS=15.0, Synergy_ZIP=-6.44, Synergy_Bliss=-0.138, Synergy_Loewe=0.490, Synergy_HSA=0.677. (6) Synergy scores: CSS=51.4, Synergy_ZIP=-2.31, Synergy_Bliss=-0.654, Synergy_Loewe=-65.0, Synergy_HSA=-0.267. Drug 1: CC1=C(N=C(N=C1N)C(CC(=O)N)NCC(C(=O)N)N)C(=O)NC(C(C2=CN=CN2)OC3C(C(C(C(O3)CO)O)O)OC4C(C(C(C(O4)CO)O)OC(=O)N)O)C(=O)NC(C)C(C(C)C(=O)NC(C(C)O)C(=O)NCCC5=NC(=CS5)C6=NC(=CS6)C(=O)NCCC[S+](C)C)O. Drug 2: C1CNP(=O)(OC1)N(CCCl)CCCl. Cell line: MOLT-4. (7) Drug 1: C1=CC(=C2C(=C1NCCNCCO)C(=O)C3=C(C=CC(=C3C2=O)O)O)NCCNCCO. Drug 2: C1CN1P(=S)(N2CC2)N3CC3. Cell line: SW-620. Synergy scores: CSS=50.2, Synergy_ZIP=2.76, Synergy_Bliss=3.56, Synergy_Loewe=-10.3, Synergy_HSA=6.27. (8) Drug 1: CN(C)N=NC1=C(NC=N1)C(=O)N. Drug 2: CC1=C2C(C(=O)C3(C(CC4C(C3C(C(C2(C)C)(CC1OC(=O)C(C(C5=CC=CC=C5)NC(=O)OC(C)(C)C)O)O)OC(=O)C6=CC=CC=C6)(CO4)OC(=O)C)O)C)O. Cell line: NCI/ADR-RES. Synergy scores: CSS=-2.86, Synergy_ZIP=0.226, Synergy_Bliss=-2.72, Synergy_Loewe=-4.68, Synergy_HSA=-4.41.